From a dataset of Forward reaction prediction with 1.9M reactions from USPTO patents (1976-2016). Predict the product of the given reaction. (1) The product is: [F:25][C:2]1([F:1])[CH2:5][CH:4]([CH2:6][O:7][C:8]2[CH:16]=[C:15]3[C:11](=[CH:10][CH:9]=2)[CH2:12][C:13]2([CH2:18][CH2:19][CH:20]([O:23][CH3:24])[CH2:21][CH2:22]2)[C:14]3=[N:32][S:30]([C:27]([CH3:29])([CH3:28])[CH3:26])=[O:31])[CH2:3]1. Given the reactants [F:1][C:2]1([F:25])[CH2:5][CH:4]([CH2:6][O:7][C:8]2[CH:16]=[C:15]3[C:11]([CH2:12][C:13]4([CH2:22][CH2:21][CH:20]([O:23][CH3:24])[CH2:19][CH2:18]4)[C:14]3=O)=[CH:10][CH:9]=2)[CH2:3]1.[CH3:26][C:27]([S:30]([NH2:32])=[O:31])([CH3:29])[CH3:28].O, predict the reaction product. (2) Given the reactants Br[C:2]1[CH:3]=[C:4]2[N:10]([O:11][CH:12]([C:14]3[C:19]([Cl:20])=[CH:18][CH:17]=[C:16]([F:21])[C:15]=3[Cl:22])[CH3:13])[CH:9]=[CH:8][C:5]2=[N:6][CH:7]=1.[CH2:23]([N:30]1[CH:34]=[C:33](B(O)O)[CH:32]=[N:31]1)[C:24]1[CH:29]=[CH:28][CH:27]=[CH:26][CH:25]=1, predict the reaction product. The product is: [CH2:23]([N:30]1[CH:34]=[C:33]([C:2]2[CH:3]=[C:4]3[N:10]([O:11][CH:12]([C:14]4[C:19]([Cl:20])=[CH:18][CH:17]=[C:16]([F:21])[C:15]=4[Cl:22])[CH3:13])[CH:9]=[CH:8][C:5]3=[N:6][CH:7]=2)[CH:32]=[N:31]1)[C:24]1[CH:29]=[CH:28][CH:27]=[CH:26][CH:25]=1. (3) Given the reactants [OH-:1].[K+].[Br:3][C:4]1[C:5]([C:15]2[CH:20]=[CH:19][C:18]([F:21])=[CH:17][CH:16]=2)=[N:6][C:7]([O:12][CH2:13][CH3:14])=[C:8]([CH:11]=1)[C:9]#N.C1C[O:25][CH2:24][CH2:23]1, predict the reaction product. The product is: [Br:3][C:4]1[C:5]([C:15]2[CH:20]=[CH:19][C:18]([F:21])=[CH:17][CH:16]=2)=[N:6][C:7]([O:12][CH2:13][CH3:14])=[C:8]([CH:11]=1)[C:9]([O:25][CH2:24][CH3:23])=[O:1]. (4) Given the reactants I[C:2]1[CH:3]=[N:4][C:5]2[C:10]([CH:11]=1)=[CH:9][CH:8]=[CH:7][C:6]=2[N:12]1[CH2:17][CH2:16][N:15]([C:18]([O:20][C:21]([CH3:24])([CH3:23])[CH3:22])=[O:19])[CH2:14][CH2:13]1.[C:25]([O:29][CH3:30])(=[O:28])[CH:26]=[CH2:27].CCN(CC)CC.C1(P(C2C=CC=CC=2)C2C=CC=CC=2)C=CC=CC=1, predict the reaction product. The product is: [CH3:30][O:29][C:25](=[O:28])/[CH:26]=[CH:27]/[C:2]1[CH:3]=[N:4][C:5]2[C:10]([CH:11]=1)=[CH:9][CH:8]=[CH:7][C:6]=2[N:12]1[CH2:17][CH2:16][N:15]([C:18]([O:20][C:21]([CH3:24])([CH3:23])[CH3:22])=[O:19])[CH2:14][CH2:13]1. (5) Given the reactants [CH3:1][CH:2]1[CH2:8][CH2:7][N:6]([S:9]([C:12]2[CH:18]=[CH:17][C:15]([CH3:16])=[CH:14][CH:13]=2)(=[O:11])=[O:10])[CH2:5][CH:4]([NH:19][C:20](=[O:27])[C:21]2[CH:26]=[CH:25][CH:24]=[CH:23][N:22]=2)[C:3]1=O.CC[N+](S(N=C(OC)[O-])(=O)=O)(CC)CC, predict the reaction product. The product is: [CH3:1][CH:2]1[CH2:8][CH2:7][N:6]([S:9]([C:12]2[CH:13]=[CH:14][C:15]([CH3:16])=[CH:17][CH:18]=2)(=[O:11])=[O:10])[CH2:5][C:4]2[N:19]=[C:20]([C:21]3[CH:26]=[CH:25][CH:24]=[CH:23][N:22]=3)[O:27][C:3]1=2.